From a dataset of Forward reaction prediction with 1.9M reactions from USPTO patents (1976-2016). Predict the product of the given reaction. (1) The product is: [CH2:21]([O:20][C:18](=[O:19])[C:17]([NH:1][C:2]1[CH:7]=[CH:6][C:5]([Cl:8])=[CH:4][N:3]=1)=[O:23])[CH3:22]. Given the reactants [NH2:1][C:2]1[CH:7]=[CH:6][C:5]([Cl:8])=[CH:4][N:3]=1.CCN(CC)CC.Cl[C:17](=[O:23])[C:18]([O:20][CH2:21][CH3:22])=[O:19], predict the reaction product. (2) The product is: [NH2:11][C:10]1[C:9]([O:14][CH3:15])=[CH:8][C:4]([C:5]([OH:7])=[O:6])=[CH:3][C:2]=1[F:1]. Given the reactants [F:1][C:2]1[CH:3]=[C:4]([CH:8]=[C:9]([O:14][CH3:15])[C:10]=1[N+:11]([O-])=O)[C:5]([OH:7])=[O:6].CC(O)=O.[H][H], predict the reaction product. (3) Given the reactants [C:1]([O:5][C@@H:6]([C:11]1[C:12]([CH3:34])=[N:13][C:14]2[N:15]([N:24]=[C:25]([C:27]3[CH:32]=[CH:31][CH:30]=[C:29]([Cl:33])[CH:28]=3)[CH:26]=2)[C:16]=1[C:17]1[CH:22]=[CH:21][C:20]([CH3:23])=[CH:19][CH:18]=1)[C:7]([O:9]C)=[O:8])([CH3:4])([CH3:3])[CH3:2].[OH-].[Na+].Cl, predict the reaction product. The product is: [C:1]([O:5][C@@H:6]([C:11]1[C:12]([CH3:34])=[N:13][C:14]2[N:15]([N:24]=[C:25]([C:27]3[CH:32]=[CH:31][CH:30]=[C:29]([Cl:33])[CH:28]=3)[CH:26]=2)[C:16]=1[C:17]1[CH:18]=[CH:19][C:20]([CH3:23])=[CH:21][CH:22]=1)[C:7]([OH:9])=[O:8])([CH3:4])([CH3:3])[CH3:2]. (4) The product is: [N:1]1[CH:6]=[CH:5][N:4]=[CH:3][C:2]=1[NH:7][C:8]1[CH:16]=[CH:15][C:11]([C:12]([NH:33][C:30]2[S:31][CH:32]=[C:28]([C:19]3[CH:20]=[CH:21][CH:22]=[C:23]([C:24]([F:27])([F:25])[F:26])[C:18]=3[F:17])[N:29]=2)=[O:13])=[CH:10][CH:9]=1. Given the reactants [N:1]1[CH:6]=[CH:5][N:4]=[CH:3][C:2]=1[NH:7][C:8]1[CH:16]=[CH:15][C:11]([C:12](Cl)=[O:13])=[CH:10][CH:9]=1.[F:17][C:18]1[C:23]([C:24]([F:27])([F:26])[F:25])=[CH:22][CH:21]=[CH:20][C:19]=1[C:28]1[N:29]=[C:30]([NH2:33])[S:31][CH:32]=1, predict the reaction product. (5) Given the reactants [H-].C([Al+]CC(C)C)C(C)C.[F:11][C:12]1[CH:17]=[CH:16][C:15]([C:18]2[S:22][N:21]=[N:20][C:19]=2[C:23](OC)=[O:24])=[CH:14][CH:13]=1.Cl, predict the reaction product. The product is: [F:11][C:12]1[CH:13]=[CH:14][C:15]([C:18]2[S:22][N:21]=[N:20][C:19]=2[CH2:23][OH:24])=[CH:16][CH:17]=1. (6) Given the reactants [CH:1]12[N:7]([C:8]([C:10]3[N:11]=[C:12]([C:33](OCC)=[O:34])[S:13][C:14]=3[C:15]3[CH:20]=[CH:19][C:18]([C:21]([OH:30])([C:26]([F:29])([F:28])[F:27])[C:22]([F:25])([F:24])[F:23])=[C:17]([Cl:31])[C:16]=3[Cl:32])=[O:9])[CH:4]([CH2:5][CH2:6]1)[CH2:3][CH2:2]2.Cl.[NH:39]1[CH2:44][C@@H:43]([OH:45])[CH2:42][C@@H:41]([OH:46])[CH2:40]1.C([O-])([O-])=O.[K+].[K+].O, predict the reaction product. The product is: [CH:1]12[N:7]([C:8]([C:10]3[N:11]=[C:12]([C:33]([N:39]4[CH2:44][C@@H:43]([OH:45])[CH2:42][C@@H:41]([OH:46])[CH2:40]4)=[O:34])[S:13][C:14]=3[C:15]3[CH:20]=[CH:19][C:18]([C:21]([OH:30])([C:22]([F:25])([F:23])[F:24])[C:26]([F:29])([F:27])[F:28])=[C:17]([Cl:31])[C:16]=3[Cl:32])=[O:9])[CH:4]([CH2:5][CH2:6]1)[CH2:3][CH2:2]2. (7) Given the reactants C(N(C(C)C)CC)(C)C.[CH2:10]([C:14]1[CH:19]=[C:18](Cl)[N:17]=[C:16]([Cl:21])[N:15]=1)[CH2:11][CH2:12][CH3:13].[CH3:22][NH:23][C@H:24]1[CH2:28][CH2:27][NH:26][CH2:25]1.[C:40]([O:39][C:37](O[C:37]([O:39][C:40]([CH3:43])([CH3:42])[CH3:41])=[O:38])=[O:38])([CH3:43])([CH3:42])[CH3:41], predict the reaction product. The product is: [CH2:10]([C:14]1[N:15]=[C:16]([Cl:21])[N:17]=[C:18]([N:26]2[CH2:27][CH2:28][C@H:24]([N:23]([CH3:22])[C:37](=[O:38])[O:39][C:40]([CH3:41])([CH3:42])[CH3:43])[CH2:25]2)[CH:19]=1)[CH2:11][CH2:12][CH3:13]. (8) Given the reactants [F:1][C:2]1[CH:10]=[CH:9][C:5]([CH2:6][CH2:7][NH2:8])=[CH:4][CH:3]=1.[CH3:11][C:12]([CH3:14])=O.CO.C([BH3-])#N.[Na+], predict the reaction product. The product is: [F:1][C:2]1[CH:10]=[CH:9][C:5]([CH2:6][CH2:7][NH:8][CH:12]([CH3:14])[CH3:11])=[CH:4][CH:3]=1. (9) The product is: [C:22]([N:25]1[CH2:30][CH2:29][N:28]([S:31]([C:34]2[CH:35]=[C:36]([CH:40]=[CH:41][CH:42]=2)[C:37]([NH:1][C:2]2[S:3][C:4]3[CH2:21][CH2:20][CH2:19][CH2:18][C:5]=3[C:6]=2[C:7]([NH:9][C:10]2[CH:15]=[CH:14][C:13]([O:16][CH3:17])=[CH:12][CH:11]=2)=[O:8])=[O:38])(=[O:32])=[O:33])[CH2:27][CH2:26]1)(=[O:24])[CH3:23]. Given the reactants [NH2:1][C:2]1[S:3][C:4]2[CH2:21][CH2:20][CH2:19][CH2:18][C:5]=2[C:6]=1[C:7]([NH:9][C:10]1[CH:15]=[CH:14][C:13]([O:16][CH3:17])=[CH:12][CH:11]=1)=[O:8].[C:22]([N:25]1[CH2:30][CH2:29][N:28]([S:31]([C:34]2[CH:35]=[C:36]([CH:40]=[CH:41][CH:42]=2)[C:37](O)=[O:38])(=[O:33])=[O:32])[CH2:27][CH2:26]1)(=[O:24])[CH3:23].CN(C(ON1N=NC2C=CC=NC1=2)=[N+](C)C)C.F[P-](F)(F)(F)(F)F.C(N(CC)C(C)C)(C)C, predict the reaction product. (10) Given the reactants [C:1]12([C:7]3[CH:8]=[C:9]([CH:15]=[CH:16][CH:17]=3)[C:10]([O:12][CH2:13][CH3:14])=[O:11])[O:6][CH:5]1[CH2:4][CH2:3][CH2:2]2.B(F)(F)F.CCOCC.C(=O)(O)[O-].[Na+], predict the reaction product. The product is: [O:6]=[C:5]1[CH2:4][CH2:3][CH2:2][CH:1]1[C:7]1[CH:8]=[C:9]([CH:15]=[CH:16][CH:17]=1)[C:10]([O:12][CH2:13][CH3:14])=[O:11].